From a dataset of Drug-target binding data from BindingDB using Ki measurements. Regression. Given a target protein amino acid sequence and a drug SMILES string, predict the binding affinity score between them. We predict pKi (pKi = -log10(Ki in M); higher means stronger inhibition). Dataset: bindingdb_ki. The compound is O=C(Nc1ccc(Br)cc1)OCCCc1cnc[nH]1. The target protein (Q9QYN8) has sequence MERAPPDGLMNASGTLAGEAAAAGGARGFSAAWTAVLAALMALLIVATVLGNALVMLAFVADSSLRTQNNFFLLNLAISDFLVGAFCIPLYVPYVLTGRWTFGRGLCKLWLVVDYLLCASSVFNIVLISYDRFLSVTRAVSYRAQQGDTRRAVRKMALVWVLAFLLYGPAILSWEYLSGGSSIPEGHCYAEFFYNWYFLITASTLEFFTPFLSVTFFNLSIYLNIQRRTRLRLDGGREAGPEPPPDAQPSPPPAPPSCWGCWPKGHGEAMPLHRYGVGEAGPGVEAGEAALGGGSGGGAAASPTSSSGSSSRGTERPRSLKRGSKPSASSASLEKRMKMVSQSITQRFRLSRDKKVAKSLAIIVSIFGLCWAPYTLLMIIRAACHGRCIPDYWYETSFWLLWANSAVNPVLYPLCHYSFRRAFTKLLCPQKLKVQPHGSLEQCWK. The pKi is 7.7.